Task: Predict which catalyst facilitates the given reaction.. Dataset: Catalyst prediction with 721,799 reactions and 888 catalyst types from USPTO (1) Reactant: [F:1][C:2]1[CH:3]=[CH:4][C:5]([C:8]2[N:12](C3CCCCO3)[N:11]=[CH:10][CH:9]=2)=[N:6][CH:7]=1.[ClH:19].CCOC(C)=O. Product: [ClH:19].[F:1][C:2]1[CH:3]=[CH:4][C:5]([C:8]2[CH:9]=[CH:10][NH:11][N:12]=2)=[N:6][CH:7]=1. The catalyst class is: 5. (2) Reactant: C(Cl)(=O)C(Cl)=O.[Br:7][C:8]1[N:9]=[C:10]([CH2:13][O:14][C:15]2[C:16]([F:25])=[C:17]([C:21]([F:24])=[CH:22][CH:23]=2)[C:18]([NH2:20])=O)[S:11][CH:12]=1.C(N(CC)CC)C. Product: [Br:7][C:8]1[N:9]=[C:10]([CH2:13][O:14][C:15]2[C:16]([F:25])=[C:17]([C:21]([F:24])=[CH:22][CH:23]=2)[C:18]#[N:20])[S:11][CH:12]=1. The catalyst class is: 3. (3) Reactant: [CH3:1][S:2]([O:5][C:6]1[CH:11]=[CH:10][C:9]([C:12]2([C:22]3[CH:27]=[CH:26][CH:25]=[C:24]([Br:28])[CH:23]=3)[C:16]3=[N:17][CH2:18][CH2:19][CH2:20][N:15]3[C:14](=S)[NH:13]2)=[CH:8][CH:7]=1)(=[O:4])=[O:3].[OH-].[NH4+:30].C(OO)(C)(C)C. Product: [CH3:1][S:2]([O:5][C:6]1[CH:7]=[CH:8][C:9]([C:12]2([C:22]3[CH:27]=[CH:26][CH:25]=[C:24]([Br:28])[CH:23]=3)[C:16]3=[N:17][CH2:18][CH2:19][CH2:20][N:15]3[C:14]([NH2:30])=[N:13]2)=[CH:10][CH:11]=1)(=[O:4])=[O:3]. The catalyst class is: 5. (4) Reactant: [OH:1][C:2]([CH3:7])([CH3:6])[C:3]([OH:5])=[O:4].Br[CH:9]([CH3:13])[C:10](Cl)=[O:11].C(N(CC)CC)C. Product: [CH3:13][CH:9]1[O:4][C:3](=[O:5])[C:2]([CH3:7])([CH3:6])[O:1][C:10]1=[O:11]. The catalyst class is: 21. (5) Reactant: [CH2:1]([Cl:10])[C:2]([C:4]1[CH:9]=[CH:8][CH:7]=[CH:6][CH:5]=1)=[O:3].[OH:11][C:12]1[CH:19]=[CH:18][C:15]([CH:16]=O)=[CH:14][C:13]=1[O:20][CH3:21].OC1C=CC(C2SC(NC(=O)CCCCCCC)=NN=2)=CC=1OC. Product: [Cl:10]/[C:1](=[CH:16]/[C:15]1[CH:18]=[CH:19][C:12]([OH:11])=[C:13]([O:20][CH3:21])[CH:14]=1)/[C:2]([C:4]1[CH:9]=[CH:8][CH:7]=[CH:6][CH:5]=1)=[O:3]. The catalyst class is: 8. (6) Reactant: C([O:4][CH2:5][C@H:6]([CH2:24][O:25][CH2:26][C:27]1[CH:32]=[CH:31][CH:30]=[CH:29][CH:28]=1)[O:7][CH2:8][CH2:9][CH2:10][CH2:11][CH2:12][CH2:13][CH2:14][CH2:15][CH2:16][CH2:17][CH2:18][CH2:19][CH2:20][CH2:21][CH2:22][CH3:23])C=C.CN1C(=O)CC(=O)N(C)C1=O.C([O-])(O)=O.[Na+]. Product: [CH2:26]([O:25][CH2:24][C@H:6]([O:7][CH2:8][CH2:9][CH2:10][CH2:11][CH2:12][CH2:13][CH2:14][CH2:15][CH2:16][CH2:17][CH2:18][CH2:19][CH2:20][CH2:21][CH2:22][CH3:23])[CH2:5][OH:4])[C:27]1[CH:32]=[CH:31][CH:30]=[CH:29][CH:28]=1. The catalyst class is: 1. (7) Reactant: O1CCCC1.[F:6][C:7]1[CH:36]=[CH:35][C:10]([NH:11][C:12]2[CH:24]=[C:23]([NH:25][C:26]3[CH:31]=[CH:30][CH:29]=[CH:28][C:27]=3[N+:32]([O-])=O)[CH:22]=[CH:21][C:13]=2[C:14]([O:16][C:17]([CH3:20])([CH3:19])[CH3:18])=[O:15])=[CH:9][CH:8]=1. Product: [NH2:32][C:27]1[CH:28]=[CH:29][CH:30]=[CH:31][C:26]=1[NH:25][C:23]1[CH:22]=[CH:21][C:13]([C:14]([O:16][C:17]([CH3:20])([CH3:19])[CH3:18])=[O:15])=[C:12]([NH:11][C:10]2[CH:9]=[CH:8][C:7]([F:6])=[CH:36][CH:35]=2)[CH:24]=1. The catalyst class is: 849. (8) Reactant: [NH2:1][C:2]1[C:3]([CH3:22])=[N:4][C:5]2[C:10]([N:11]=1)=[C:9]([C:12]1[NH:20][C:19]3[CH2:18][CH2:17][NH:16][C:15](=[O:21])[C:14]=3[CH:13]=1)[CH:8]=[CH:7][CH:6]=2.CCN(C(C)C)C(C)C.Cl.[NH2:33][C:34](N)=[NH:35].O. Product: [CH3:22][C:3]1[C:2]([NH:1][C:34]([NH2:35])=[NH:33])=[N:11][C:10]2[C:5]([N:4]=1)=[CH:6][CH:7]=[CH:8][C:9]=2[C:12]1[NH:20][C:19]2[CH2:18][CH2:17][NH:16][C:15](=[O:21])[C:14]=2[CH:13]=1. The catalyst class is: 16. (9) Product: [Cl:1][C:2]1[CH:3]=[C:4]([CH:26]=[CH:27][CH:28]=1)[CH2:5][NH:6][C:7]([C:9]1[CH:25]=[CH:24][C:12]2[S:13][C:14]3[CH:22]=[CH:21][C:20]([F:23])=[CH:19][C:15]=3[C:16]([CH:29]3[CH2:34][CH2:33][CH2:32][CH2:31][CH2:30]3)=[N:17][C:11]=2[CH:10]=1)=[O:8]. The catalyst class is: 292. Reactant: [Cl:1][C:2]1[CH:3]=[C:4]([CH:26]=[CH:27][CH:28]=1)[CH2:5][NH:6][C:7]([C:9]1[CH:25]=[CH:24][C:12]2[S:13][C:14]3[CH:22]=[CH:21][C:20]([F:23])=[CH:19][C:15]=3[C:16](Cl)=[N:17][C:11]=2[CH:10]=1)=[O:8].[CH:29]1([Mg]Cl)[CH2:34][CH2:33][CH2:32][CH2:31][CH2:30]1.